Dataset: Full USPTO retrosynthesis dataset with 1.9M reactions from patents (1976-2016). Task: Predict the reactants needed to synthesize the given product. (1) Given the product [O:21]=[C:10]1[N:9]([C@H:5]2[CH2:6][CH2:7][CH2:8][C@H:3]([CH:2]=[O:1])[CH2:4]2)[C:13]2=[C:14]3[CH:20]=[CH:19][NH:18][C:15]3=[N:16][CH:17]=[C:12]2[NH:11]1, predict the reactants needed to synthesize it. The reactants are: [OH:1][CH2:2][C@H:3]1[CH2:8][CH2:7][CH2:6][C@H:5]([N:9]2[C:13]3=[C:14]4[CH:20]=[CH:19][NH:18][C:15]4=[N:16][CH:17]=[C:12]3[NH:11][C:10]2=[O:21])[CH2:4]1.C(Cl)(Cl)Cl.C(=O)([O-])O.[Na+].S([O-])([O-])(=O)=S.[Na+].[Na+]. (2) The reactants are: [Br:1][C:2]1[CH:3]=[C:4]([CH:12]2[C:21]3[C:16](=[C:17]4[CH:24]=[CH:23][N:22]([CH3:25])[C:18]4=[CH:19][CH:20]=3)[O:15][CH:14]([OH:26])[CH2:13]2)[CH:5]=[C:6]([O:10][CH3:11])[C:7]=1[O:8][CH3:9].C[N+]1([O-])CCOCC1. Given the product [Br:1][C:2]1[CH:3]=[C:4]([CH:12]2[C:21]3[C:16](=[C:17]4[CH:24]=[CH:23][N:22]([CH3:25])[C:18]4=[CH:19][CH:20]=3)[O:15][C:14](=[O:26])[CH2:13]2)[CH:5]=[C:6]([O:10][CH3:11])[C:7]=1[O:8][CH3:9], predict the reactants needed to synthesize it.